The task is: Predict which catalyst facilitates the given reaction.. This data is from Catalyst prediction with 721,799 reactions and 888 catalyst types from USPTO. Reactant: [C:1](=[O:15])([O:5][C:6]1[CH:11]=[CH:10][C:9]([N+:12]([O-:14])=[O:13])=[CH:8][CH:7]=1)[O:2][CH2:3]I.[C:16]1(=[O:30])[N:20]([CH2:21][CH2:22][CH2:23][CH2:24][CH2:25][C:26]([OH:28])=[O:27])[C:19](=[O:29])[CH:18]=[CH:17]1. Product: [C:19]1(=[O:29])[N:20]([CH2:21][CH2:22][CH2:23][CH2:24][CH2:25][C:26]([O:28][CH2:3][O:2][C:1]([O:5][C:6]2[CH:11]=[CH:10][C:9]([N+:12]([O-:14])=[O:13])=[CH:8][CH:7]=2)=[O:15])=[O:27])[C:16](=[O:30])[CH:17]=[CH:18]1. The catalyst class is: 290.